Dataset: Forward reaction prediction with 1.9M reactions from USPTO patents (1976-2016). Task: Predict the product of the given reaction. (1) The product is: [Br:13][C:9]1[CH:10]=[CH:11][CH:12]=[C:7]2[C:8]=1[NH:14][C:4](=[O:3])[CH2:5][NH:6]2. Given the reactants C([O:3][C:4](=O)[CH2:5][NH:6][C:7]1[CH:12]=[CH:11][CH:10]=[C:9]([Br:13])[C:8]=1[N+:14]([O-])=O)C.CCO, predict the reaction product. (2) The product is: [CH3:1][N:2]([C@H:9]1[CH2:14][CH2:13][CH2:12][C@@H:11]([O:15][C:16]2[C:17]([CH3:31])=[C:18]3[C:22](=[CH:23][CH:24]=2)[NH:21][N:20]=[CH:19]3)[CH2:10]1)[C:3]1[CH:8]=[CH:7][CH:6]=[CH:5][CH:4]=1. Given the reactants [CH3:1][N:2]([C@H:9]1[CH2:14][CH2:13][CH2:12][C@@H:11]([O:15][C:16]2[C:17]([CH3:31])=[C:18]3[C:22](=[CH:23][CH:24]=2)[N:21](C2CCCCO2)[N:20]=[CH:19]3)[CH2:10]1)[C:3]1[CH:8]=[CH:7][CH:6]=[CH:5][CH:4]=1.Cl.O1CCOCC1, predict the reaction product. (3) Given the reactants Br[C:2]1[CH:21]=[CH:20][C:5]2[N:6]=[C:7]([NH:10][C@H:11]3[C:19]4[C:14](=[CH:15][CH:16]=[CH:17][CH:18]=4)[CH2:13][CH2:12]3)[O:8][CH2:9][C:4]=2[CH:3]=1.[CH:22]1(B(O)O)[CH2:24][CH2:23]1.C1(P(C2CCCCC2)C2CCCCC2)CCCCC1.P([O-])([O-])([O-])=O.[K+].[K+].[K+], predict the reaction product. The product is: [CH:22]1([C:2]2[CH:21]=[CH:20][C:5]3[N:6]=[C:7]([NH:10][C@H:11]4[C:19]5[C:14](=[CH:15][CH:16]=[CH:17][CH:18]=5)[CH2:13][CH2:12]4)[O:8][CH2:9][C:4]=3[CH:3]=2)[CH2:24][CH2:23]1.